From a dataset of Catalyst prediction with 721,799 reactions and 888 catalyst types from USPTO. Predict which catalyst facilitates the given reaction. (1) Reactant: O.[OH-].[Li+].[C:4]([C:8]1[CH:13]=[CH:12][C:11]([C:14]2[C:15]([C:20]([O:22]CC)=[O:21])=[CH:16][CH:17]=[CH:18][CH:19]=2)=[CH:10][CH:9]=1)([CH3:7])([CH3:6])[CH3:5]. Product: [C:4]([C:8]1[CH:13]=[CH:12][C:11]([C:14]2[C:15]([C:20]([OH:22])=[O:21])=[CH:16][CH:17]=[CH:18][CH:19]=2)=[CH:10][CH:9]=1)([CH3:7])([CH3:5])[CH3:6]. The catalyst class is: 278. (2) Reactant: Br[C:2]1[CH:23]=[CH:22][C:5]([C:6]([NH:8][S:9]([C:12]2[CH:17]=[CH:16][CH:15]=[CH:14][C:13]=2[S:18](=[O:21])(=[O:20])[NH2:19])(=[O:11])=[O:10])=[O:7])=[CH:4][C:3]=1[O:24][CH2:25][CH2:26][C:27]([O:30][CH3:31])([CH3:29])[CH3:28].[O:32]1[C:36]2[CH:37]=[CH:38][CH:39]=[CH:40][C:35]=2[CH:34]=[C:33]1B(O)O.C(=O)([O-])[O-].[Na+].[Na+]. Product: [O:32]1[C:36]2[CH:37]=[CH:38][CH:39]=[CH:40][C:35]=2[CH:34]=[C:33]1[C:2]1[CH:23]=[CH:22][C:5]([C:6]([NH:8][S:9]([C:12]2[CH:17]=[CH:16][CH:15]=[CH:14][C:13]=2[S:18](=[O:20])(=[O:21])[NH2:19])(=[O:10])=[O:11])=[O:7])=[CH:4][C:3]=1[O:24][CH2:25][CH2:26][C:27]([O:30][CH3:31])([CH3:29])[CH3:28]. The catalyst class is: 423. (3) Reactant: [CH2:1]([O:4][C:5]1[CH:6]=[C:7]([OH:12])[CH:8]=[C:9]([OH:11])[CH:10]=1)[CH2:2][CH3:3].[C:13](=[O:16])([O-])[O-].[K+].[K+].Br[CH2:20][CH2:21][CH2:22]OC.Cl. Product: [CH3:13][O:16][CH2:3][CH2:2][CH2:1][O:4][C:5]1[CH:10]=[C:9]([OH:11])[CH:8]=[C:7]([O:12][CH2:20][CH2:21][CH3:22])[CH:6]=1. The catalyst class is: 3. (4) Reactant: Br[C:2]1[S:3][CH:4]=[CH:5][C:6]=1[C:7]1[CH:12]=[C:11]([Cl:13])[CH:10]=[CH:9][N:8]=1.[Li][CH2:15]CCC.CI.[NH4+].[Cl-]. Product: [Cl:13][C:11]1[CH:10]=[CH:9][N:8]=[C:7]([C:6]2[CH:5]=[CH:4][S:3][C:2]=2[CH3:15])[CH:12]=1. The catalyst class is: 28. (5) Reactant: [C:1](Cl)(=[O:3])[CH3:2].[C@H:5]12[CH2:11][C@H:8]([NH:9][CH2:10]1)[CH2:7][N:6]2[C:12]1[CH:17]=[CH:16][C:15]([NH:18][C:19]2[N:24]=[C:23]([C:25]3[CH:26]=[N:27][N:28]4[CH:33]=[CH:32][CH:31]=[CH:30][C:29]=34)[C:22]([Cl:34])=[CH:21][N:20]=2)=[C:14]([O:35][CH3:36])[CH:13]=1.C(N(CC)CC)C. Product: [Cl:34][C:22]1[C:23]([C:25]2[CH:26]=[N:27][N:28]3[CH:33]=[CH:32][CH:31]=[CH:30][C:29]=23)=[N:24][C:19]([NH:18][C:15]2[CH:16]=[CH:17][C:12]([N:6]3[CH2:7][C@@H:8]4[CH2:11][C@H:5]3[CH2:10][N:9]4[C:1](=[O:3])[CH3:2])=[CH:13][C:14]=2[O:35][CH3:36])=[N:20][CH:21]=1. The catalyst class is: 2.